From a dataset of Forward reaction prediction with 1.9M reactions from USPTO patents (1976-2016). Predict the product of the given reaction. (1) Given the reactants C([NH:8][C@@H:9]([C:18]([OH:20])=O)[CH2:10][CH2:11][C:12]1[CH:17]=[CH:16][CH:15]=[CH:14][CH:13]=1)(OC(C)(C)C)=O.[NH:21]1[C@H:30]2[C@@H:25]([CH2:26][CH2:27][CH2:28][CH2:29]2)[CH2:24][CH2:23][CH2:22]1.[NH2:31][C:32]1[C:37]([Cl:38])=[CH:36][C:35]([S:39](Cl)(=[O:41])=[O:40])=[CH:34][C:33]=1[Cl:43], predict the reaction product. The product is: [NH2:31][C:32]1[C:37]([Cl:38])=[CH:36][C:35]([S:39]([NH:8][C@@H:9]([C:18]([N:21]2[C@H:30]3[C@@H:25]([CH2:26][CH2:27][CH2:28][CH2:29]3)[CH2:24][CH2:23][CH2:22]2)=[O:20])[CH2:10][CH2:11][C:12]2[CH:13]=[CH:14][CH:15]=[CH:16][CH:17]=2)(=[O:41])=[O:40])=[CH:34][C:33]=1[Cl:43]. (2) Given the reactants [C:1]([O:5][C:6](=[O:25])[NH:7][C:8]1[CH:13]=[C:12]([O:14][CH2:15][C:16]([F:19])([F:18])[F:17])[C:11]([C:20]([F:23])([F:22])[F:21])=[CH:10][C:9]=1[NH2:24])([CH3:4])([CH3:3])[CH3:2].C([O:30][C:31](=O)[CH2:32][C:33]([C:35]1[CH:40]=[CH:39][CH:38]=[C:37]([C:41]2[CH:46]=[C:45]([CH3:47])[N:44]=[C:43]([CH2:48][CH3:49])[CH:42]=2)[CH:36]=1)=[O:34])(C)(C)C, predict the reaction product. The product is: [C:1]([O:5][C:6](=[O:25])[NH:7][C:8]1[CH:13]=[C:12]([O:14][CH2:15][C:16]([F:18])([F:17])[F:19])[C:11]([C:20]([F:22])([F:23])[F:21])=[CH:10][C:9]=1[NH:24][C:31](=[O:30])[CH2:32][C:33]([C:35]1[CH:40]=[CH:39][CH:38]=[C:37]([C:41]2[CH:46]=[C:45]([CH3:47])[N:44]=[C:43]([CH2:48][CH3:49])[CH:42]=2)[CH:36]=1)=[O:34])([CH3:4])([CH3:2])[CH3:3].